This data is from Reaction yield outcomes from USPTO patents with 853,638 reactions. The task is: Predict the reaction yield, written as a fraction of the theoretical maximum amount of product (1.0 means a 100% yield; for example, 0.34 means a 34% yield). (1) The reactants are [Br:1][C:2]1[CH:7]=[CH:6][C:5]([CH3:8])=[CH:4][N:3]=1.[Mn]([O-])(=O)(=O)=[O:10].[K+].[OH2:15]. The catalyst is CCCCCCCC(C([NH3+])(C(CCCCCCC)=O)C(CCCCCCC)=O)=O.[Cl-]. The product is [Br:1][C:2]1[CH:7]=[CH:6][C:5]([C:8]([OH:10])=[O:15])=[CH:4][N:3]=1. The yield is 0.440. (2) The reactants are [Br:1][C:2]1[CH:3]=[C:4]([C:14]([OH:16])=O)[S:5][C:6]=1[C:7]1[N:11]([CH3:12])[N:10]=[CH:9][C:8]=1[Cl:13].[NH2:17][C@@H:18]([CH2:31][C:32]1[CH:37]=[CH:36][CH:35]=[CH:34][C:33]=1[C:38]([F:41])([F:40])[F:39])[CH2:19][N:20]1[C:28](=[O:29])[C:27]2[C:22](=[CH:23][CH:24]=[CH:25][CH:26]=2)[C:21]1=[O:30].C1CN([P+](Br)(N2CCCC2)N2CCCC2)CC1.F[P-](F)(F)(F)(F)F.CCN(C(C)C)C(C)C. The catalyst is C(Cl)(Cl)Cl. The product is [Br:1][C:2]1[CH:3]=[C:4]([C:14]([NH:17][C@@H:18]([CH2:31][C:32]2[CH:37]=[CH:36][CH:35]=[CH:34][C:33]=2[C:38]([F:41])([F:39])[F:40])[CH2:19][N:20]2[C:28](=[O:29])[C:27]3[C:22](=[CH:23][CH:24]=[CH:25][CH:26]=3)[C:21]2=[O:30])=[O:16])[S:5][C:6]=1[C:7]1[N:11]([CH3:12])[N:10]=[CH:9][C:8]=1[Cl:13]. The yield is 0.430. (3) The reactants are Cl[C:2]1[C:3]2[C:10]3[CH:11]=[C:12]([C:15]([O:17][CH2:18][CH3:19])=[O:16])[CH:13]=[CH:14][C:9]=3[S:8][C:4]=2[N:5]=[CH:6][N:7]=1.[Cl-].[N:21]1([CH:27]2[CH2:32][CH2:31][CH:30]([NH2:33])[CH2:29][CH2:28]2)[CH2:26][CH2:25][O:24][CH2:23][CH2:22]1.C(=O)([O-])[O-].[K+].[K+].CCN(CC)CC. The catalyst is CC#N. The product is [N:21]1([CH:27]2[CH2:28][CH2:29][CH:30]([NH:33][C:2]3[C:3]4[C:10]5[CH:11]=[C:12]([C:15]([O:17][CH2:18][CH3:19])=[O:16])[CH:13]=[CH:14][C:9]=5[S:8][C:4]=4[N:5]=[CH:6][N:7]=3)[CH2:31][CH2:32]2)[CH2:22][CH2:23][O:24][CH2:25][CH2:26]1. The yield is 0.660. (4) The reactants are Br[C:2]1[CH:3]=[C:4]([C:8]2([C:21]3[CH:26]=[CH:25][CH:24]=[CH:23][CH:22]=3)[C:20]3[CH:19]=[CH:18][CH:17]=[CH:16][C:15]=3[C:14]3[C:9]2=[CH:10][CH:11]=[CH:12][CH:13]=3)[CH:5]=[CH:6][CH:7]=1.CC(C)([O-])C.[Na+].[NH2:33][C:34]1[CH:39]=[CH:38][CH:37]=[C:36]([CH3:40])[CH:35]=1.C(P(C(C)(C)C)C(C)(C)C)(C)(C)C. The catalyst is C1C=CC(/C=C/C(/C=C/C2C=CC=CC=2)=O)=CC=1.C1C=CC(/C=C/C(/C=C/C2C=CC=CC=2)=O)=CC=1.[Pd].CCCCCC.C1(C)C=CC=CC=1. The product is [CH3:40][C:36]1[CH:35]=[C:34]([NH:33][C:25]2[CH:24]=[CH:23][CH:22]=[C:21]([C:8]3([C:4]4[CH:5]=[CH:6][CH:7]=[CH:2][CH:3]=4)[C:9]4[CH:10]=[CH:11][CH:12]=[CH:13][C:14]=4[C:15]4[C:20]3=[CH:19][CH:18]=[CH:17][CH:16]=4)[CH:26]=2)[CH:39]=[CH:38][CH:37]=1. The yield is 0.820. (5) The reactants are [NH2:1][C:2]1[N:3]=[CH:4][C:5]([C:8]2[C:9]([F:19])=[C:10]([OH:18])[C:11]([CH:14]3[CH2:17][CH2:16][CH2:15]3)=[CH:12][CH:13]=2)=[N:6][CH:7]=1.[F:20][C:21]([F:31])([F:30])[C:22]1[CH:29]=[CH:28][C:25]([CH2:26]Br)=[CH:24][CH:23]=1.[OH-].[K+].CS(C)=O. The catalyst is CCOC(C)=O. The product is [CH:14]1([C:11]2[CH:12]=[CH:13][C:8]([C:5]3[N:6]=[CH:7][C:2]([NH2:1])=[N:3][CH:4]=3)=[C:9]([F:19])[C:10]=2[O:18][CH2:26][C:25]2[CH:24]=[CH:23][C:22]([C:21]([F:20])([F:30])[F:31])=[CH:29][CH:28]=2)[CH2:15][CH2:16][CH2:17]1. The yield is 0.660.